This data is from Reaction yield outcomes from USPTO patents with 853,638 reactions. The task is: Predict the reaction yield, written as a fraction of the theoretical maximum amount of product (1.0 means a 100% yield; for example, 0.34 means a 34% yield). (1) The reactants are [Br:1][C:2]1[CH:7]=[C:6](I)[C:5]([Br:9])=[CH:4][C:3]=1I.[CH3:11][C:12]([OH:16])([C:14]#[CH:15])[CH3:13]. The catalyst is C1C=CC=CC=1.C(NC(C)C)(C)C.O.[Cu]I.Cl[Pd](Cl)([P](C1C=CC=CC=1)(C1C=CC=CC=1)C1C=CC=CC=1)[P](C1C=CC=CC=1)(C1C=CC=CC=1)C1C=CC=CC=1. The product is [Br:1][C:2]1[CH:7]=[C:6]([C:15]#[C:14][C:12]([OH:16])([CH3:13])[CH3:11])[C:5]([Br:9])=[CH:4][C:3]=1[C:15]#[C:14][C:12]([CH3:13])([OH:16])[CH3:11]. The yield is 0.810. (2) The reactants are [F:1][C:2]1[CH:3]=[C:4]([C@:8]([C@@H:16]2[CH2:21][CH2:20][CH2:19][N:18]([C:22]([NH:24][CH:25]([CH2:38][C:39]3([OH:45])[CH2:44][CH2:43][CH2:42][CH2:41][CH2:40]3)[CH2:26][N:27](C)[C:28](OCC[Si](C)(C)C)=O)=[O:23])[CH2:17]2)([OH:15])[CH2:9][CH2:10][CH2:11][CH2:12][O:13][CH3:14])[CH:5]=[CH:6][CH:7]=1.[N+](CC)(CC)(CC)CC.[F-]. The catalyst is C1COCC1. The product is [F:1][C:2]1[CH:3]=[C:4]([C@:8]([C@@H:16]2[CH2:21][CH2:20][CH2:19][N:18]([C:22]([NH:24][CH:25]([CH2:38][C:39]3([OH:45])[CH2:40][CH2:41][CH2:42][CH2:43][CH2:44]3)[CH2:26][NH:27][CH3:28])=[O:23])[CH2:17]2)([OH:15])[CH2:9][CH2:10][CH2:11][CH2:12][O:13][CH3:14])[CH:5]=[CH:6][CH:7]=1. The yield is 0.580. (3) The reactants are [CH2:1]([CH:3]([CH2:7][CH3:8])[C:4](Cl)=[O:5])[CH3:2].[C:9]([CH2:11][C:12]([O:14][CH:15]([CH3:17])[CH3:16])=[O:13])#[N:10].C(N(CC)CC)C. The catalyst is C(Cl)Cl. The product is [OH:5]/[C:4](/[CH:3]([CH2:7][CH3:8])[CH2:1][CH3:2])=[C:11](/[C:9]#[N:10])\[C:12]([O:14][CH:15]([CH3:17])[CH3:16])=[O:13]. The yield is 0.680. (4) The reactants are [C:1]([CH:4]([C:9]([CH3:17])([C:11]1[CH:16]=[CH:15][CH:14]=[CH:13][CH:12]=1)[CH3:10])[C:5]([O:7]C)=O)(=O)[CH3:2].[CH2:18]([N:20]([C:32]1[CH:37]=[CH:36][CH:35]=[CH:34][CH:33]=1)[S:21]([C:24]1[CH:25]=[N:26][C:27]([NH:30][NH2:31])=[CH:28][CH:29]=1)(=[O:23])=[O:22])[CH3:19]. The catalyst is CCO.CC(O)=O.CCCCC. The product is [CH2:18]([N:20]([C:32]1[CH:37]=[CH:36][CH:35]=[CH:34][CH:33]=1)[S:21]([C:24]1[CH:25]=[N:26][C:27]([N:30]2[C:5](=[O:7])[C:4]([C:9]([CH3:17])([C:11]3[CH:16]=[CH:15][CH:14]=[CH:13][CH:12]=3)[CH3:10])=[C:1]([CH3:2])[NH:31]2)=[CH:28][CH:29]=1)(=[O:23])=[O:22])[CH3:19]. The yield is 0.440. (5) The reactants are [F:1][C:2]1[CH:7]=[C:6]([O:8][CH3:9])[CH:5]=[CH:4][C:3]=1[C:10]1[CH:15]=[CH:14][N:13]([C:16]2[CH:24]=[C:23]3[C:19]([C:20]4[CH2:29][CH2:28][NH:27][CH2:26][C:21]=4[N:22]3[CH3:25])=[CH:18][CH:17]=2)[C:12](=[O:30])[CH:11]=1.[ClH:31].C(OCC)C. The catalyst is C(Cl)Cl. The product is [ClH:31].[F:1][C:2]1[CH:7]=[C:6]([O:8][CH3:9])[CH:5]=[CH:4][C:3]=1[C:10]1[CH:15]=[CH:14][N:13]([C:16]2[CH:24]=[C:23]3[C:19]([C:20]4[CH2:29][CH2:28][NH:27][CH2:26][C:21]=4[N:22]3[CH3:25])=[CH:18][CH:17]=2)[C:12](=[O:30])[CH:11]=1. The yield is 0.770. (6) The reactants are [Cl:1][C:2]1[N:7]=[C:6](Cl)[CH:5]=[CH:4][N:3]=1.[C:9]([C:13]1[CH:17]=[C:16]([NH2:18])[NH:15][N:14]=1)([CH3:12])([CH3:11])[CH3:10].C(=O)([O-])[O-].[Na+].[Na+]. The catalyst is O1CCOCC1.C1C=CC(/C=C/C(/C=C/C2C=CC=CC=2)=O)=CC=1.C1C=CC(/C=C/C(/C=C/C2C=CC=CC=2)=O)=CC=1.C1C=CC(/C=C/C(/C=C/C2C=CC=CC=2)=O)=CC=1.[Pd].[Pd].C1(P(C2C=CC=CC=2)C2C3OC4C(=CC=CC=4P(C4C=CC=CC=4)C4C=CC=CC=4)C(C)(C)C=3C=CC=2)C=CC=CC=1. The product is [C:9]([C:13]1[CH:17]=[C:16]([NH2:18])[N:15]([C:6]2[CH:5]=[CH:4][N:3]=[C:2]([Cl:1])[N:7]=2)[N:14]=1)([CH3:12])([CH3:11])[CH3:10]. The yield is 0.350. (7) The product is [Cl:27][C:28]1[C:35]([O:36][CH3:37])=[CH:34][CH:33]=[CH:32][C:29]=1[CH:30]=[CH:7][CH2:6][CH2:5][C:2]([OH:4])=[O:3]. The reactants are [Br-].[C:2]([CH2:5][CH2:6][CH2:7][P+](C1C=CC=CC=1)(C1C=CC=CC=1)C1C=CC=CC=1)([OH:4])=[O:3].[Cl:27][C:28]1[C:35]([O:36][CH3:37])=[CH:34][CH:33]=[CH:32][C:29]=1[CH:30]=O. The catalyst is C1COCC1. The yield is 0.980. (8) The reactants are O.[Cl:2][C:3]1[CH:4]=[C:5]([CH:10]=[CH:11][C:12]=1[OH:13])[C:6]([O:8][CH3:9])=[O:7].C(=O)([O-])[O-].[K+].[K+].Cl[CH2:21][C:22]([CH3:25])([OH:24])[CH3:23]. The catalyst is C(OCC)(=O)C.CO. The product is [Cl:2][C:3]1[CH:4]=[C:5]([CH:10]=[CH:11][C:12]=1[O:13][CH2:21][C:22]([OH:24])([CH3:25])[CH3:23])[C:6]([O:8][CH3:9])=[O:7]. The yield is 0.650.